This data is from NCI-60 drug combinations with 297,098 pairs across 59 cell lines. The task is: Regression. Given two drug SMILES strings and cell line genomic features, predict the synergy score measuring deviation from expected non-interaction effect. (1) Drug 1: C1C(C(OC1N2C=C(C(=O)NC2=O)F)CO)O. Drug 2: C1CCC(C(C1)N)N.C(=O)(C(=O)[O-])[O-].[Pt+4]. Cell line: LOX IMVI. Synergy scores: CSS=55.5, Synergy_ZIP=-10.1, Synergy_Bliss=-6.64, Synergy_Loewe=-6.51, Synergy_HSA=-2.01. (2) Drug 1: CN(C)N=NC1=C(NC=N1)C(=O)N. Drug 2: CS(=O)(=O)OCCCCOS(=O)(=O)C. Cell line: A549. Synergy scores: CSS=16.4, Synergy_ZIP=-4.94, Synergy_Bliss=2.21, Synergy_Loewe=-2.97, Synergy_HSA=0.516.